From a dataset of Catalyst prediction with 721,799 reactions and 888 catalyst types from USPTO. Predict which catalyst facilitates the given reaction. (1) Reactant: [Br:1][C:2]1[CH:15]=[CH:14][C:5]2[N:6]=[C:7]([C@@H:9]3[CH2:12][C@H:11](O)[CH2:10]3)[S:8][C:4]=2[CH:3]=1.C(=O)([O-])[O-].[K+].[K+].FC(F)(F)S(OS(C(F)(F)F)(=O)=O)(=O)=O.[NH:37]1[CH2:42][CH2:41][CH:40]([CH2:43][OH:44])[CH2:39][CH2:38]1. Product: [Br:1][C:2]1[CH:15]=[CH:14][C:5]2[N:6]=[C:7]([C@H:9]3[CH2:12][C@H:11]([N:37]4[CH2:42][CH2:41][CH:40]([CH2:43][OH:44])[CH2:39][CH2:38]4)[CH2:10]3)[S:8][C:4]=2[CH:3]=1. The catalyst class is: 4. (2) Reactant: C([O:8][CH2:9][N:10]1[C:18]2[C:17]([NH2:19])=[N:16][C:15]([CH2:20][CH2:21][CH2:22][CH3:23])=[N:14][C:13]=2[C:12]([C:24]#[C:25][CH2:26][CH2:27][CH2:28][N:29]2[CH2:33][CH2:32][CH2:31][CH2:30]2)=[CH:11]1)C1C=CC=CC=1.C([OH:36])C. Product: [CH:9]([OH:8])=[O:36].[CH2:20]([C:15]1[N:16]=[C:17]([NH2:19])[C:18]2[NH:10][CH:11]=[C:12]([CH2:24][CH2:25][CH2:26][CH2:27][CH2:28][N:29]3[CH2:30][CH2:31][CH2:32][CH2:33]3)[C:13]=2[N:14]=1)[CH2:21][CH2:22][CH3:23]. The catalyst class is: 45. (3) The catalyst class is: 95. Reactant: [CH2:1]([O:3][CH:4]([S:26][CH2:27][CH3:28])[C@@H:5]1[CH2:9][C:8]([F:11])([F:10])[CH2:7][N:6]1C(=O)C1C=C(OC)C(O)=CC=1[N+]([O-])=O)[CH3:2].BrCCCBr.C([O-])([O-])=O.[K+].[K+].CCOC(C)=O.CCCCCC. Product: [CH2:1]([O:3][CH:4]([S:26][CH2:27][CH3:28])[CH:5]1[CH2:9][C:8]([F:11])([F:10])[CH2:7][NH:6]1)[CH3:2]. (4) Reactant: [CH:1]1([S:6]([CH:8]([C:17]2[CH:22]=[CH:21][C:20]([Cl:23])=[C:19]([Cl:24])[CH:18]=2)[C:9]([NH:11][C:12]2[S:13][CH:14]=[CH:15][N:16]=2)=[O:10])=[O:7])[CH2:5][CH2:4][CH2:3][CH2:2]1.[Mn]([O-])(=O)(=O)=[O:26].[K+]. Product: [CH:1]1([S:6]([CH:8]([C:17]2[CH:22]=[CH:21][C:20]([Cl:23])=[C:19]([Cl:24])[CH:18]=2)[C:9]([NH:11][C:12]2[S:13][CH:14]=[CH:15][N:16]=2)=[O:10])(=[O:26])=[O:7])[CH2:5][CH2:4][CH2:3][CH2:2]1. The catalyst class is: 24. (5) Reactant: [C:1]([O:5][C:6]([N:8]1[CH2:13][CH2:12][CH:11]([CH2:14][CH2:15][O:16][CH2:17][C:18]2[CH:23]=[CH:22][N:21]=[C:20](Br)[CH:19]=2)[CH2:10][CH2:9]1)=[O:7])([CH3:4])([CH3:3])[CH3:2].CCN(CC)CC.[CH3:32][Si:33]([C:36]#[CH:37])([CH3:35])[CH3:34]. Product: [C:1]([O:5][C:6]([N:8]1[CH2:13][CH2:12][CH:11]([CH2:14][CH2:15][O:16][CH:17]([C:37]#[C:36][Si:33]([CH3:35])([CH3:34])[CH3:32])[C:18]2[CH:23]=[CH:22][N:21]=[CH:20][CH:19]=2)[CH2:10][CH2:9]1)=[O:7])([CH3:4])([CH3:3])[CH3:2]. The catalyst class is: 654.